From a dataset of Forward reaction prediction with 1.9M reactions from USPTO patents (1976-2016). Predict the product of the given reaction. (1) Given the reactants Br[C:2]1[CH:7]=[CH:6][C:5]([C:8]2[N:9]([CH2:14][C@@H:15]3[CH2:19][CH2:18][N:17]([C:20]([CH:22]4[CH2:24][CH2:23]4)=[O:21])[CH2:16]3)[C:10](=[O:13])[NH:11][N:12]=2)=[CH:4][CH:3]=1.CC1(C)C(C)(C)OB([C:33]2[CH:34]=[CH:35][C:36]3[O:40][CH:39]=[CH:38][C:37]=3[CH:41]=2)O1.[O-]P([O-])([O-])=O.[K+].[K+].[K+], predict the reaction product. The product is: [O:40]1[C:36]2[CH:35]=[CH:34][C:33]([C:2]3[CH:7]=[CH:6][C:5]([C:8]4[N:9]([CH2:14][C@@H:15]5[CH2:19][CH2:18][N:17]([C:20]([CH:22]6[CH2:24][CH2:23]6)=[O:21])[CH2:16]5)[C:10](=[O:13])[NH:11][N:12]=4)=[CH:4][CH:3]=3)=[CH:41][C:37]=2[CH:38]=[CH:39]1. (2) Given the reactants [Cl:1][C:2]1[CH:9]=[C:8]([OH:10])[CH:7]=[C:6]([Cl:11])[C:3]=1[CH:4]=[O:5].C1(P(C2C=CC=CC=2)C2C=CC=CC=2)C=CC=CC=1.[CH3:31][C:32]1([CH3:39])[O:36][CH:35]([CH2:37]O)[CH2:34][O:33]1.N(C(OCC)=O)=NC(OCC)=O, predict the reaction product. The product is: [Cl:1][C:2]1[CH:9]=[C:8]([O:10][CH2:37][CH:35]2[CH2:34][O:33][C:32]([CH3:39])([CH3:31])[O:36]2)[CH:7]=[C:6]([Cl:11])[C:3]=1[CH:4]=[O:5]. (3) Given the reactants [OH-].[Na+].[N:3]1[CH:8]=[CH:7][CH:6]=[CH:5][C:4]=1[C:9]1[O:13][C:12]([CH:14]=[O:15])=[CH:11][CH:10]=1.[O:16]1CCCC1, predict the reaction product. The product is: [N:3]1[CH:8]=[CH:7][CH:6]=[CH:5][C:4]=1[C:9]1[O:13][C:12]([C:14]([OH:16])=[O:15])=[CH:11][CH:10]=1. (4) Given the reactants [N+:1]([C:4]1[CH:8]=[N:7][NH:6][C:5]=1[NH2:9])([O-:3])=[O:2].CN(C)[CH:12]=[CH:13][C:14]([C:16]1[CH:17]=[C:18]([N:22]([CH2:29][C:30]#[CH:31])[S:23]([CH:26]([CH3:28])[CH3:27])(=[O:25])=[O:24])[CH:19]=[CH:20][CH:21]=1)=O.C(OCC)(=O)C, predict the reaction product. The product is: [N+:1]([C:4]1[CH:8]=[N:7][N:6]2[C:14]([C:16]3[CH:17]=[C:18]([N:22]([CH2:29][C:30]#[CH:31])[S:23]([CH:26]([CH3:27])[CH3:28])(=[O:25])=[O:24])[CH:19]=[CH:20][CH:21]=3)=[CH:13][CH:12]=[N:9][C:5]=12)([O-:3])=[O:2]. (5) Given the reactants FC(F)(F)C(O)=O.ClCCl.[CH:11]([C:15]1[C:16]([N:24]([CH2:32][C:33]([F:36])([F:35])[F:34])C(=O)OC(C)(C)C)=[N:17][C:18]([S:22][CH3:23])=[N:19][C:20]=1[Cl:21])([CH2:13][CH3:14])[CH3:12], predict the reaction product. The product is: [CH:11]([C:15]1[C:16]([NH:24][CH2:32][C:33]([F:36])([F:34])[F:35])=[N:17][C:18]([S:22][CH3:23])=[N:19][C:20]=1[Cl:21])([CH2:13][CH3:14])[CH3:12]. (6) Given the reactants F[C:2]1[CH:7]=[CH:6][C:5]([S:8]([C:11]2[C:12]([NH:18][C:19]3[C:24]([CH3:25])=[CH:23][C:22]([CH3:26])=[CH:21][C:20]=3[CH3:27])=[N:13][C:14]([CH3:17])=[N:15][CH:16]=2)(=[O:10])=[O:9])=[CH:4][CH:3]=1.[NH:28]1[CH2:33][CH2:32][O:31][CH2:30][CH2:29]1, predict the reaction product. The product is: [CH3:17][C:14]1[N:13]=[C:12]([NH:18][C:19]2[C:24]([CH3:25])=[CH:23][C:22]([CH3:26])=[CH:21][C:20]=2[CH3:27])[C:11]([S:8]([C:5]2[CH:6]=[CH:7][C:2]([N:28]3[CH2:33][CH2:32][O:31][CH2:30][CH2:29]3)=[CH:3][CH:4]=2)(=[O:10])=[O:9])=[CH:16][N:15]=1. (7) Given the reactants [H-].[Na+].[C:3]([O:11][CH2:12][CH3:13])(=[O:10])[CH2:4][C:5]([O:7][CH2:8][CH3:9])=[O:6].CS(O[CH2:19][CH2:20][CH:21]1[CH2:26][CH2:25][CH2:24][CH2:23][N:22]1[C:27]([O:29][C:30]([CH3:33])([CH3:32])[CH3:31])=[O:28])(=O)=O.Cl.[CH2:35]1COCC1, predict the reaction product. The product is: [C:30]([O:29][C:27]([N:22]1[CH2:23][CH2:24][CH2:25][CH2:26][CH:21]1[CH2:20][CH2:19][CH2:35][CH:4]([C:5]([O:7][CH2:8][CH3:9])=[O:6])[C:3]([O:11][CH2:12][CH3:13])=[O:10])=[O:28])([CH3:33])([CH3:32])[CH3:31]. (8) Given the reactants [C@H:1]12[CH2:6][C@H:5]1[CH2:4][NH:3][C@@H:2]2[CH2:7][NH:8][C:9]([C:11]1[N:18]2[C:14]([S:15][CH:16]=[CH:17]2)=[N:13][C:12]=1[CH3:19])=[O:10].[CH2:20]([C:22]1[S:23][C:24]([C:30]2[CH:35]=[CH:34][CH:33]=[CH:32][C:31]=2[CH3:36])=[C:25]([C:27](O)=[O:28])[N:26]=1)C, predict the reaction product. The product is: [CH3:20][C:22]1[S:23][C:24]([C:30]2[CH:35]=[CH:34][CH:33]=[CH:32][C:31]=2[CH3:36])=[C:25]([C:27]([N:3]2[CH2:4][C@H:5]3[C@H:1]([CH2:6]3)[C@H:2]2[CH2:7][NH:8][C:9]([C:11]2[N:18]3[C:14]([S:15][CH:16]=[CH:17]3)=[N:13][C:12]=2[CH3:19])=[O:10])=[O:28])[N:26]=1. (9) Given the reactants [CH3:1][C:2]1[S:6][C:5]([NH2:7])=[N:4][N:3]=1.[H-].[Na+].[Cl:10][C:11]1[CH:12]=[C:13]([CH:30]=[CH:31][CH:32]=1)[CH2:14][NH:15][C:16]([C:18]1[CH:26]=[CH:25][C:21]([C:22]([O-])=[O:23])=[C:20]([N:27]=[C:28]=[S:29])[CH:19]=1)=[O:17], predict the reaction product. The product is: [Cl:10][C:11]1[CH:12]=[C:13]([CH2:14][NH:15][C:16]([C:18]2[CH:19]=[C:20]3[C:21]([C:22](=[O:23])[N:7]([C:5]4[S:6][C:2]([CH3:1])=[N:3][N:4]=4)[C:28](=[S:29])[NH:27]3)=[CH:25][CH:26]=2)=[O:17])[CH:30]=[CH:31][CH:32]=1. (10) Given the reactants [CH:1]1[C:10]2[C:5](=[CH:6][CH:7]=[CH:8][CH:9]=2)[CH:4]=[CH:3][C:2]=1[CH2:11][N:12]1[C:16](=[O:17])[CH2:15][CH2:14][C@@H:13]1[C:18]([OH:20])=O.[NH2:21][CH:22]([CH2:28][C:29]1[CH:34]=[CH:33][CH:32]=[CH:31][CH:30]=1)[CH:23]([OH:27])[C:24]([NH2:26])=[O:25].O[NH-].O=[N-], predict the reaction product. The product is: [NH2:26][C:24](=[O:25])[C:23](=[O:27])[CH:22]([NH:21][C:18]([C@H:13]1[CH2:14][CH2:15][C:16](=[O:17])[N:12]1[CH2:11][C:2]1[CH:3]=[CH:4][C:5]2[C:10](=[CH:9][CH:8]=[CH:7][CH:6]=2)[CH:1]=1)=[O:20])[CH2:28][C:29]1[CH:30]=[CH:31][CH:32]=[CH:33][CH:34]=1.